Dataset: Full USPTO retrosynthesis dataset with 1.9M reactions from patents (1976-2016). Task: Predict the reactants needed to synthesize the given product. (1) Given the product [Cl:1][C:2]1[CH:7]=[C:6]([NH:10][C:11]2[CH:16]=[CH:15][CH:14]=[CH:13][C:12]=2[S:17]([CH:20]([CH3:22])[CH3:21])(=[O:19])=[O:18])[CH:5]=[CH:4][N:3]=1, predict the reactants needed to synthesize it. The reactants are: [Cl:1][C:2]1[CH:7]=[C:6](I)[C:5](C)=[CH:4][N:3]=1.[NH2:10][C:11]1[CH:16]=[CH:15][CH:14]=[CH:13][C:12]=1[S:17]([CH:20]([CH3:22])[CH3:21])(=[O:19])=[O:18].CC1(C)C2C(=C(P(C3C=CC=CC=3)C3C=CC=CC=3)C=CC=2)OC2C(P(C3C=CC=CC=3)C3C=CC=CC=3)=CC=CC1=2.C(=O)([O-])[O-].[Cs+].[Cs+]. (2) Given the product [O:8]([C:16]1[CH:17]=[C:18]([C:19](=[C:35]2[CH:36]3[CH2:42][CH:40]4[CH2:39][CH:38]([CH2:43][CH:34]2[CH2:41]4)[CH2:37]3)[O:21][CH2:22][CH2:23][O:24][C:25]2[CH:30]=[CH:29][CH:28]=[CH:27][CH:26]=2)[CH:31]=[CH:32][CH:33]=1)[Si:9]([C:12]([CH3:15])([CH3:14])[CH3:13])([CH3:11])[CH3:10], predict the reactants needed to synthesize it. The reactants are: C(N(CC)CC)C.[O:8]([C:16]1[CH:17]=[C:18]([CH:31]=[CH:32][CH:33]=1)[C:19]([O:21][CH2:22][CH2:23][O:24][C:25]1[CH:30]=[CH:29][CH:28]=[CH:27][CH:26]=1)=O)[Si:9]([C:12]([CH3:15])([CH3:14])[CH3:13])([CH3:11])[CH3:10].[CH:34]12[CH2:43][CH:38]3[CH2:39][CH:40]([CH2:42][CH:36]([CH2:37]3)[C:35]1=O)[CH2:41]2. (3) The reactants are: [NH2:1][C@@H:2]([CH3:18])[CH2:3][N:4]1[CH:8]=[CH:7][C:6]([C:9]2[CH:16]=[CH:15][C:12]([C:13]#[N:14])=[C:11]([Cl:17])[CH:10]=2)=[N:5]1.[N:19]1[N:27]2[C:22]([CH2:23][O:24][CH2:25][CH2:26]2)=[CH:21][C:20]=1[C:28](O)=[O:29]. Given the product [Cl:17][C:11]1[CH:10]=[C:9]([C:6]2[CH:7]=[CH:8][N:4]([CH2:3][C@@H:2]([NH:1][C:28]([C:20]3[CH:21]=[C:22]4[CH2:23][O:24][CH2:25][CH2:26][N:27]4[N:19]=3)=[O:29])[CH3:18])[N:5]=2)[CH:16]=[CH:15][C:12]=1[C:13]#[N:14], predict the reactants needed to synthesize it. (4) Given the product [CH3:1][O:2][CH2:3][C:4]([C:6]1[CH:11]=[CH:10][CH:9]=[CH:8][CH:7]=1)([OH:5])[CH2:14][CH:13]=[CH2:12], predict the reactants needed to synthesize it. The reactants are: [CH3:1][O:2][CH2:3][C:4]([C:6]1[CH:11]=[CH:10][CH:9]=[CH:8][CH:7]=1)=[O:5].[CH2:12]([Mg]Cl)[CH:13]=[CH2:14].[NH4+].[Cl-]. (5) Given the product [C:1]1([C:22]2[CH:27]=[CH:26][CH:25]=[CH:24][CH:23]=2)[C:2]([C:7]([C:9]2[N:10]([CH2:40][CH:39]3[CH2:42][CH2:38]3)[C:11]3[C:16]([C:17]=2[CH2:18][C:19]([OH:21])=[O:20])=[CH:15][CH:14]=[CH:13][CH:12]=3)=[O:8])=[CH:3][CH:4]=[CH:5][CH:6]=1, predict the reactants needed to synthesize it. The reactants are: [C:1]1([C:22]2[CH:27]=[CH:26][CH:25]=[CH:24][CH:23]=2)[C:2]([C:7]([C:9]2[NH:10][C:11]3[C:16]([C:17]=2[CH2:18][C:19]([OH:21])=[O:20])=[CH:15][CH:14]=[CH:13][CH:12]=3)=[O:8])=[CH:3][CH:4]=[CH:5][CH:6]=1.C[Si]([N-][Si](C)(C)C)(C)C.[Na+].[CH2:38]1[CH2:42]O[CH2:40][CH2:39]1.BrCC1CC1.Cl. (6) The reactants are: [CH2:1]([C@@:4]1([C:20]2[CH:25]=[CH:24][CH:23]=[CH:22][CH:21]=2)[O:9][C:8](=[O:10])[N:7]([C@H:11]([C:13]2[CH:18]=[CH:17][C:16]([Br:19])=[CH:15][CH:14]=2)[CH3:12])[CH2:6][CH2:5]1)[CH:2]=C.[O:26]=[O+][O-].[BH4-].[Na+]. Given the product [Br:19][C:16]1[CH:17]=[CH:18][C:13]([C@@H:11]([N:7]2[CH2:6][CH2:5][C@:4]([CH2:1][CH2:2][OH:26])([C:20]3[CH:21]=[CH:22][CH:23]=[CH:24][CH:25]=3)[O:9][C:8]2=[O:10])[CH3:12])=[CH:14][CH:15]=1, predict the reactants needed to synthesize it. (7) Given the product [CH3:12][Si:13]([C:16]#[C:17][C:2]1[CH:11]=[CH:10][C:5]([C:6]([O:8][CH3:9])=[O:7])=[CH:4][CH:3]=1)([CH3:15])[CH3:14], predict the reactants needed to synthesize it. The reactants are: Br[C:2]1[CH:11]=[CH:10][C:5]([C:6]([O:8][CH3:9])=[O:7])=[CH:4][CH:3]=1.[CH3:12][Si:13]([C:16]#[CH:17])([CH3:15])[CH3:14].C(N(CC)CC)C. (8) Given the product [C:40]([C:39]1[CH:42]=[CH:43][CH:44]=[CH:45][C:38]=1[N:33]1[C:34]2[C:30](=[C:29]([CH2:28][N:15]3[C:14](=[O:24])[C@@H:13]([NH:12][C:11](=[O:25])[C@@H:10]([NH:2][CH3:3])[CH3:26])[CH2:19][O:18][C:17]4[CH:20]=[CH:21][CH:22]=[CH:23][C:16]3=4)[CH:37]=[CH:36][CH:35]=2)[CH:31]=[CH:32]1)#[N:41], predict the reactants needed to synthesize it. The reactants are: C[N:2]([C@@H:10]([CH3:26])[C:11](=[O:25])[NH:12][C@H:13]1[CH2:19][O:18][C:17]2[CH:20]=[CH:21][CH:22]=[CH:23][C:16]=2[NH:15][C:14]1=[O:24])[C:3](=O)OC(C)(C)C.O[CH2:28][C:29]1[CH:37]=[CH:36][CH:35]=[C:34]2[C:30]=1[CH:31]=[CH:32][N:33]2[C:38]1[CH:45]=[CH:44][CH:43]=[CH:42][C:39]=1[C:40]#[N:41]. (9) The reactants are: [C:1]1([C:7]([NH2:10])([CH3:9])[CH3:8])[CH:6]=[CH:5][CH:4]=[CH:3][CH:2]=1.C(N(C(C)C)CC)(C)C.[N+:20]([C:23]1[CH:24]=[N:25][CH:26]=[CH:27][C:28]=1[C:29]1[CH:30]=[C:31]([CH:35]=[CH:36][CH:37]=1)[C:32](O)=[O:33])([O-:22])=[O:21].CN(C(ON1N=NC2C=CC=NC1=2)=[N+](C)C)C.F[P-](F)(F)(F)(F)F. Given the product [N+:20]([C:23]1[CH:24]=[N:25][CH:26]=[CH:27][C:28]=1[C:29]1[CH:30]=[C:31]([CH:35]=[CH:36][CH:37]=1)[C:32]([NH:10][C:7]([C:1]1[CH:6]=[CH:5][CH:4]=[CH:3][CH:2]=1)([CH3:9])[CH3:8])=[O:33])([O-:22])=[O:21], predict the reactants needed to synthesize it. (10) Given the product [CH:1]1([Si:20]([CH3:23])([CH3:22])[CH3:21])[CH:6]=[CH:5][CH2:4][CH:3]=[CH:2]1, predict the reactants needed to synthesize it. The reactants are: [CH:1]1[CH2:6][CH:5]=[CH:4][CH2:3][CH:2]=1.[Li]C(CC)C.CN(CCN(C)C)C.[Si:20](Cl)([CH3:23])([CH3:22])[CH3:21].